Predict the reaction yield, written as a fraction of the theoretical maximum amount of product (1.0 means a 100% yield; for example, 0.34 means a 34% yield). From a dataset of Reaction yield outcomes from USPTO patents with 853,638 reactions. (1) The reactants are [CH2:1]([O:8][C:9](=[O:33])[N:10]([CH2:26][C:27]1[CH:32]=[CH:31][CH:30]=[CH:29][CH:28]=1)[C:11]1[CH:16]=[C:15]([C:17]2[CH:22]=[CH:21][CH:20]=[CH:19][C:18]=2[CH3:23])[C:14]([NH:24][CH3:25])=[CH:13][N:12]=1)[C:2]1[CH:7]=[CH:6][CH:5]=[CH:4][CH:3]=1.[F:34][C:35]([F:53])([F:52])[C:36]1[CH:37]=[C:38]([C:46]([CH3:51])([CH3:50])[C:47](Cl)=[O:48])[CH:39]=[C:40]([C:42]([F:45])([F:44])[F:43])[CH:41]=1. The catalyst is ClCCl.C(N(C(C)C)C(C)C)C. The product is [CH2:1]([O:8][C:9](=[O:33])[N:10]([CH2:26][C:27]1[CH:28]=[CH:29][CH:30]=[CH:31][CH:32]=1)[C:11]1[CH:16]=[C:15]([C:17]2[CH:22]=[CH:21][CH:20]=[CH:19][C:18]=2[CH3:23])[C:14]([N:24]([C:47](=[O:48])[C:46]([C:38]2[CH:37]=[C:36]([C:35]([F:34])([F:52])[F:53])[CH:41]=[C:40]([C:42]([F:43])([F:44])[F:45])[CH:39]=2)([CH3:51])[CH3:50])[CH3:25])=[CH:13][N:12]=1)[C:2]1[CH:7]=[CH:6][CH:5]=[CH:4][CH:3]=1. The yield is 0.620. (2) The reactants are [Cl:1][C:2]1[CH:9]=[CH:8][C:5]([CH:6]=O)=[C:4]([F:10])[CH:3]=1.[CH3:11][C:12]1(C)[O:17]C(=O)CC(=O)O1.[C:21]([O:27][CH3:28])(=[O:26])[CH2:22][C:23]([CH3:25])=O.C([O-])(=O)C.[NH4+:33].C([O-])([O-])=O.[K+].[K+]. The catalyst is C(O)(=O)C.CCOC(C)=O.O. The product is [Cl:1][C:2]1[CH:9]=[CH:8][C:5]([CH:6]2[CH2:11][C:12](=[O:17])[NH:33][C:23]([CH3:25])=[C:22]2[C:21]([O:27][CH3:28])=[O:26])=[C:4]([F:10])[CH:3]=1. The yield is 0.270. (3) The reactants are CS(C)=O.[CH:5]1([CH:11]([OH:20])[CH:12]([C:14]2[CH:19]=[CH:18][CH:17]=[CH:16][CH:15]=2)[CH3:13])[CH2:10][CH2:9][CH2:8][CH2:7][CH2:6]1.O=P12OP3(OP(OP(O3)(O1)=O)(=O)O2)=O.CCN(CC)CC. The catalyst is C(Cl)Cl. The product is [C:14]1([CH:12]([C:11]([CH:5]2[CH2:10][CH2:9][CH2:8][CH2:7][CH2:6]2)=[O:20])[CH3:13])[CH:19]=[CH:18][CH:17]=[CH:16][CH:15]=1. The yield is 0.854. (4) The reactants are [Br:1][C:2]1[CH:3]=[CH:4][C:5]2[N:6]([CH2:16][CH:17]3[O:21][C:20](=[O:22])[NH:19][CH2:18]3)[C:7]3[C:12]([C:13]=2[CH:14]=1)=[CH:11][C:10]([Br:15])=[CH:9][CH:8]=3.I[C:24]1[CH:29]=[CH:28][CH:27]=[CH:26][N:25]=1.C([O-])([O-])=O.[K+].[K+].C(Cl)Cl.CCOC(C)=O. The catalyst is CS(C)=O.CCOC(C)=O.[Cu]I. The product is [Br:15][C:10]1[CH:9]=[CH:8][C:7]2[N:6]([CH2:16][CH:17]3[O:21][C:20](=[O:22])[N:19]([C:24]4[CH:29]=[CH:28][CH:27]=[CH:26][N:25]=4)[CH2:18]3)[C:5]3[C:13]([C:12]=2[CH:11]=1)=[CH:14][C:2]([Br:1])=[CH:3][CH:4]=3. The yield is 0.794. (5) The reactants are [CH2:1]([O:8][C:9]1[CH:15]=[CH:14][C:12]([NH2:13])=[C:11]([F:16])[CH:10]=1)[C:2]1[CH:7]=[CH:6][CH:5]=[CH:4][CH:3]=1.[N:17]1([CH2:26]O)[C:21]2[CH:22]=[CH:23][CH:24]=[CH:25][C:20]=2[N:19]=[N:18]1. The catalyst is CO. The product is [N:17]1([CH2:26][NH:13][C:12]2[CH:14]=[CH:15][C:9]([O:8][CH2:1][C:2]3[CH:3]=[CH:4][CH:5]=[CH:6][CH:7]=3)=[CH:10][C:11]=2[F:16])[C:21]2[CH:22]=[CH:23][CH:24]=[CH:25][C:20]=2[N:19]=[N:18]1. The yield is 0.666. (6) The reactants are [C:1]([N:9]=[C:10]=[S:11])(=[O:8])[C:2]1[CH:7]=[CH:6][CH:5]=[CH:4][CH:3]=1.[Br:12][C:13]1[CH:14]=[CH:15][C:16]([F:37])=[C:17]([C:19]23[CH2:26][N:25]([C:27]([O:29][CH2:30][C:31]4[CH:36]=[CH:35][CH:34]=[CH:33][CH:32]=4)=[O:28])[CH2:24][CH:23]2[CH2:22][O:21][NH:20]3)[CH:18]=1. The catalyst is O1CCCC1. The product is [C:1]([NH:9][C:10]([N:20]1[C:19]2([C:17]3[CH:18]=[C:13]([Br:12])[CH:14]=[CH:15][C:16]=3[F:37])[CH2:26][N:25]([C:27]([O:29][CH2:30][C:31]3[CH:32]=[CH:33][CH:34]=[CH:35][CH:36]=3)=[O:28])[CH2:24][CH:23]2[CH2:22][O:21]1)=[S:11])(=[O:8])[C:2]1[CH:7]=[CH:6][CH:5]=[CH:4][CH:3]=1. The yield is 0.730. (7) The reactants are N1C=CN=C1.[CH3:6][C:7]([Si:10](Cl)([CH3:12])[CH3:11])([CH3:9])[CH3:8].[Cl:14][C:15]1[CH:16]=[C:17]([NH:23][C@H:24]([C@@H:41]([OH:43])[CH3:42])[C:25]([NH:27][NH:28][C:29](=[O:40])[C:30]2[CH:35]=[CH:34][C:33]([S:36]([CH3:39])(=[O:38])=[O:37])=[CH:32][CH:31]=2)=[O:26])[CH:18]=[CH:19][C:20]=1[C:21]#[N:22].O. The catalyst is CN(C=O)C. The product is [Si:10]([O:43][C@@H:41]([CH3:42])[C@@H:24]([NH:23][C:17]1[CH:18]=[CH:19][C:20]([C:21]#[N:22])=[C:15]([Cl:14])[CH:16]=1)[C:25]([NH:27][NH:28][C:29](=[O:40])[C:30]1[CH:35]=[CH:34][C:33]([S:36]([CH3:39])(=[O:38])=[O:37])=[CH:32][CH:31]=1)=[O:26])([C:7]([CH3:9])([CH3:8])[CH3:6])([CH3:12])[CH3:11]. The yield is 0.690. (8) The reactants are [Li]CCCC.[Si:6]([O:13][CH2:14][CH2:15][O:16][C:17]1[S:18][CH:19]=[CH:20][N:21]=1)([C:9]([CH3:12])([CH3:11])[CH3:10])([CH3:8])[CH3:7].CN([CH:25]=[O:26])C.O. The catalyst is C1COCC1. The product is [C:9]([Si:6]([CH3:7])([CH3:8])[O:13][CH2:14][CH2:15][O:16][C:17]1[S:18][C:19]([CH:25]=[O:26])=[CH:20][N:21]=1)([CH3:12])([CH3:10])[CH3:11]. The yield is 0.980. (9) The reactants are [CH:1]1([CH:7]2[NH:12][C:11](=[O:13])[CH2:10][O:9][CH2:8]2)[CH2:6][CH2:5][CH2:4][CH2:3][CH2:2]1.[H-].[Na+].CN([CH:19]=[O:20])C. No catalyst specified. The product is [CH:1]1([CH:7]2[N:12]([CH2:7][C:1]3[CH:6]=[CH:5][C:4]([O:20][CH3:19])=[CH:3][CH:2]=3)[C:11](=[O:13])[CH2:10][O:9][CH2:8]2)[CH2:2][CH2:3][CH2:4][CH2:5][CH2:6]1. The yield is 0.910.